This data is from Catalyst prediction with 721,799 reactions and 888 catalyst types from USPTO. The task is: Predict which catalyst facilitates the given reaction. Reactant: [CH3:1][O:2][C:3]1[CH:20]=[CH:19][C:18]2[C:17]3[CH2:16][CH2:15][C:14]4[C:9](=[CH:10][CH:11]=[C:12]([O:21][CH3:22])[CH:13]=4)[C:8]=3[CH2:7][CH2:6][C:5]=2[CH:4]=1. Product: [CH3:22][O:21][C:12]1[CH:11]=[CH:10][C:9]2[C:8]3[C:17](=[C:18]4[C:5](=[CH:6][CH:7]=3)[CH:4]=[C:3]([O:2][CH3:1])[CH:20]=[CH:19]4)[CH:16]=[CH:15][C:14]=2[CH:13]=1. The catalyst class is: 45.